This data is from Full USPTO retrosynthesis dataset with 1.9M reactions from patents (1976-2016). The task is: Predict the reactants needed to synthesize the given product. (1) Given the product [C:12]([C:3]1[CH:4]=[C:5]([N+:8]([O-:10])=[O:9])[CH:6]=[CH:7][C:2]=1[CH:11]=[C:12]([CH3:23])[CH3:16])([CH3:23])([CH3:16])[CH3:11], predict the reactants needed to synthesize it. The reactants are: I[C:2]1[CH:7]=[CH:6][C:5]([N+:8]([O-:10])=[O:9])=[CH:4][CH:3]=1.[CH3:11][C:12]1([CH3:23])[C:16](C)(C)OB(C=C(C)C)O1.C(=O)(O)[O-].[Na+].ClCCl. (2) Given the product [Br:7][C:8](=[CH2:19])[CH2:9][CH:10]([CH2:15][OH:16])[CH2:11][OH:12], predict the reactants needed to synthesize it. The reactants are: [H-].[Al+3].[Li+].[H-].[H-].[H-].[Br:7][C:8](=[CH2:19])[CH2:9][CH:10]([C:15](OC)=[O:16])[C:11](OC)=[O:12].C([O-])(=O)CC([O-])=O. (3) Given the product [Cl:1][C:2]1[CH:3]=[CH:4][C:5]([C:8]2[C:9]([O:17][CH2:18][C:19]([F:21])([F:22])[F:20])=[N:10][CH:11]=[C:12]([CH:16]=2)[C:13]([NH:31][CH2:30][C:28]2[O:27][N:26]=[C:25]([C:24]([F:33])([F:32])[F:23])[CH:29]=2)=[O:15])=[CH:6][CH:7]=1, predict the reactants needed to synthesize it. The reactants are: [Cl:1][C:2]1[CH:7]=[CH:6][C:5]([C:8]2[C:9]([O:17][CH2:18][C:19]([F:22])([F:21])[F:20])=[N:10][CH:11]=[C:12]([CH:16]=2)[C:13]([OH:15])=O)=[CH:4][CH:3]=1.[F:23][C:24]([F:33])([F:32])[C:25]1[CH:29]=[C:28]([CH2:30][NH2:31])[O:27][N:26]=1. (4) Given the product [Br:4][C:5]1[CH:14]=[CH:13][CH:12]=[C:11]2[C:6]=1[CH2:7][C@H:8]([CH2:15][O:16][Si:17]([C:20]([CH3:23])([CH3:22])[CH3:21])([CH3:18])[CH3:19])[NH:9][C@H:10]2[CH3:1], predict the reactants needed to synthesize it. The reactants are: [CH3:1][Mg]Cl.[Br:4][C:5]1[CH:14]=[CH:13][CH:12]=[C:11]2[C:6]=1[CH2:7][C@H:8]([CH2:15][O:16][Si:17]([C:20]([CH3:23])([CH3:22])[CH3:21])([CH3:19])[CH3:18])[N:9]=[CH:10]2. (5) Given the product [Cl:1][C:10]1[CH:9]=[CH:8][C:7]([OH:12])=[C:6]([O:5][C:4]([F:13])([F:14])[F:3])[CH:11]=1, predict the reactants needed to synthesize it. The reactants are: [Cl-:1].[Li+].[F:3][C:4]([F:14])([F:13])[O:5][C:6]1[CH:11]=[CH:10][CH:9]=[CH:8][C:7]=1[OH:12].